This data is from Catalyst prediction with 721,799 reactions and 888 catalyst types from USPTO. The task is: Predict which catalyst facilitates the given reaction. Reactant: [Br:1][C:2]1[CH:3]=[C:4]2[CH:10]=[N:9][NH:8][C:5]2=[N:6][CH:7]=1.[O:11]1[CH:16]=[CH:15][CH2:14][CH2:13][CH2:12]1.C12(CS(O)(=O)=O)C(C)(C)C(CC1)CC2=O. Product: [Br:1][C:2]1[CH:3]=[C:4]2[CH:10]=[N:9][N:8]([CH:12]3[CH2:13][CH2:14][CH2:15][CH2:16][O:11]3)[C:5]2=[N:6][CH:7]=1. The catalyst class is: 54.